From a dataset of Reaction yield outcomes from USPTO patents with 853,638 reactions. Predict the reaction yield, written as a fraction of the theoretical maximum amount of product (1.0 means a 100% yield; for example, 0.34 means a 34% yield). (1) The reactants are [Cl:1][C:2]1[C:7]([CH:8]=[O:9])=[C:6]([N:10]2[CH2:22][CH2:21][N:13]3[C:14]4[CH2:15][CH2:16][CH2:17][CH2:18][C:19]=4[CH:20]=[C:12]3[C:11]2=[O:23])[N:5]=[CH:4][CH:3]=1.[BH4-].[Na+]. The catalyst is CO. The product is [Cl:1][C:2]1[CH:3]=[CH:4][N:5]=[C:6]([N:10]2[CH2:22][CH2:21][N:13]3[C:14]4[CH2:15][CH2:16][CH2:17][CH2:18][C:19]=4[CH:20]=[C:12]3[C:11]2=[O:23])[C:7]=1[CH2:8][OH:9]. The yield is 0.900. (2) The reactants are [Br:1][C:2]1[N:6]2[N:7]=[C:8](Cl)[CH:9]=[CH:10][C:5]2=[N:4][CH:3]=1.[CH2:12]([NH2:16])[CH2:13][CH2:14][CH3:15]. No catalyst specified. The product is [Br:1][C:2]1[N:6]2[N:7]=[C:8]([NH:16][CH2:12][CH2:13][CH2:14][CH3:15])[CH:9]=[CH:10][C:5]2=[N:4][CH:3]=1. The yield is 0.630.